Task: Predict the product of the given reaction.. Dataset: Forward reaction prediction with 1.9M reactions from USPTO patents (1976-2016) (1) Given the reactants C1(S([N:10]2[C:18]3[C:13](=[CH:14][C:15]([C@H:19]([NH:24][S@:25]([C:27]([CH3:30])([CH3:29])[CH3:28])=[O:26])[C:20]([F:23])([F:22])[F:21])=[CH:16][CH:17]=3)[CH:12]=[C:11]2[CH3:31])(=O)=O)C=CC=CC=1.[OH-].[K+].O, predict the reaction product. The product is: [F:23][C:20]([F:21])([F:22])[C@@H:19]([NH:24][S@:25]([C:27]([CH3:28])([CH3:29])[CH3:30])=[O:26])[C:15]1[CH:14]=[C:13]2[C:18](=[CH:17][CH:16]=1)[NH:10][C:11]([CH3:31])=[CH:12]2. (2) Given the reactants [CH:1]1([N:7]([CH2:24][CH:25]([CH3:27])[CH3:26])[C:8]2[C:9]([NH2:23])=[CH:10][C:11](B3OCC(C)(C)CO3)=[C:12]([F:14])[CH:13]=2)[CH2:6][CH2:5][CH2:4][CH2:3][CH2:2]1.I[C@H:29]1[CH2:31][C@H:30]1[C:32]([O:34][CH2:35][CH3:36])=[O:33].C([O-])([O-])=O.[Cs+].[Cs+], predict the reaction product. The product is: [NH2:23][C:9]1[C:8]([N:7]([CH:1]2[CH2:2][CH2:3][CH2:4][CH2:5][CH2:6]2)[CH2:24][CH:25]([CH3:26])[CH3:27])=[CH:13][C:12]([F:14])=[C:11]([C@H:29]2[CH2:31][C@H:30]2[C:32]([O:34][CH2:35][CH3:36])=[O:33])[CH:10]=1.